From a dataset of Full USPTO retrosynthesis dataset with 1.9M reactions from patents (1976-2016). Predict the reactants needed to synthesize the given product. Given the product [C:11]([NH:1][C@H:2]([C:8]([OH:10])=[O:9])[CH2:3][CH2:4][CH2:5][CH2:6][NH:7][C:43](=[O:44])[CH2:42][CH2:41][CH3:45])(=[O:15])[CH2:12][CH2:13][CH3:14], predict the reactants needed to synthesize it. The reactants are: [NH2:1][C@H:2]([C:8]([OH:10])=[O:9])[CH2:3][CH2:4][CH2:5][CH2:6][NH2:7].[C:11](O[C:11](=[O:15])[CH2:12][CH2:13][CH3:14])(=[O:15])[CH2:12][CH2:13][CH3:14].O.O.O.O.O.O.O.O.O.O.C(=O)([O-])[O-].[Na+].[Na+].[Cl-].[Na+].Cl.[CH2:41]1[CH2:45][O:44][CH2:43][CH2:42]1.